From a dataset of Full USPTO retrosynthesis dataset with 1.9M reactions from patents (1976-2016). Predict the reactants needed to synthesize the given product. Given the product [N:1]1([CH:6]2[CH2:11][CH2:10][CH2:9][C:8](=[N:14][OH:15])[CH2:7]2)[CH:5]=[CH:4][N:3]=[CH:2]1, predict the reactants needed to synthesize it. The reactants are: [N:1]1([CH:6]2[CH2:11][CH2:10][CH2:9][C:8](=O)[CH2:7]2)[CH:5]=[CH:4][N:3]=[CH:2]1.Cl.[NH2:14][OH:15].